From a dataset of Forward reaction prediction with 1.9M reactions from USPTO patents (1976-2016). Predict the product of the given reaction. (1) Given the reactants C1C=CC(P(C2C=CC=CC=2)C2C=CC=CC=2)=CC=1.CC(OC(/N=N/C(OC(C)C)=O)=O)C.O[CH2:35][C@@H:36]1[C@H:41]([CH3:42])[CH2:40][CH2:39][CH2:38][N:37]1[C:43]([O:45][CH2:46][C:47]1[CH:52]=[CH:51][CH:50]=[CH:49][CH:48]=1)=[O:44].[C:53]1(=[O:63])[NH:57][C:56](=[O:58])[C:55]2=[CH:59][CH:60]=[CH:61][CH:62]=[C:54]12, predict the reaction product. The product is: [O:58]=[C:56]1[C:55]2[C:54](=[CH:62][CH:61]=[CH:60][CH:59]=2)[C:53](=[O:63])[N:57]1[CH2:35][C@@H:36]1[C@H:41]([CH3:42])[CH2:40][CH2:39][CH2:38][N:37]1[C:43]([O:45][CH2:46][C:47]1[CH:52]=[CH:51][CH:50]=[CH:49][CH:48]=1)=[O:44]. (2) Given the reactants [CH3:1][N:2]1[C:23](=[O:24])[C:6]2[NH:7][CH:8]=[C:9]3[CH2:10][NH:11][C:12]4[CH:17]=[CH:16][C:15]([CH2:18][S:19]([CH3:22])(=[O:21])=[O:20])=[CH:14][C:13]=4[C:4]([C:5]=23)=[CH:3]1.[CH:25](=O)[C:26]1[CH:31]=[CH:30][CH:29]=[CH:28][CH:27]=1.[C-:33]#[N:34].[Na+].C(O)(=O)C, predict the reaction product. The product is: [CH3:1][N:2]1[C:23](=[O:24])[C:6]2[NH:7][CH:8]=[C:9]3[CH2:10][N:11]([CH:25]([C:26]4[CH:31]=[CH:30][CH:29]=[CH:28][CH:27]=4)[C:33]#[N:34])[C:12]4[CH:17]=[CH:16][C:15]([CH2:18][S:19]([CH3:22])(=[O:21])=[O:20])=[CH:14][C:13]=4[C:4]([C:5]=23)=[CH:3]1.